This data is from Reaction yield outcomes from USPTO patents with 853,638 reactions. The task is: Predict the reaction yield, written as a fraction of the theoretical maximum amount of product (1.0 means a 100% yield; for example, 0.34 means a 34% yield). The reactants are C(OC([N:8]1[CH2:11][CH:10]([N:12]2[CH2:15][C:14]([F:17])([F:16])[CH2:13]2)[CH2:9]1)=O)(C)(C)C. The catalyst is C(Cl)Cl.C(O)(C(F)(F)F)=O. The product is [F:16][C:14]1([F:17])[CH2:15][N:12]([CH:10]2[CH2:11][NH:8][CH2:9]2)[CH2:13]1. The yield is 0.370.